Dataset: NCI-60 drug combinations with 297,098 pairs across 59 cell lines. Task: Regression. Given two drug SMILES strings and cell line genomic features, predict the synergy score measuring deviation from expected non-interaction effect. (1) Drug 1: CCCCCOC(=O)NC1=NC(=O)N(C=C1F)C2C(C(C(O2)C)O)O. Drug 2: CCC1(C2=C(COC1=O)C(=O)N3CC4=CC5=C(C=CC(=C5CN(C)C)O)N=C4C3=C2)O.Cl. Cell line: MALME-3M. Synergy scores: CSS=2.65, Synergy_ZIP=1.43, Synergy_Bliss=3.31, Synergy_Loewe=-13.4, Synergy_HSA=-1.27. (2) Synergy scores: CSS=3.40, Synergy_ZIP=-1.08, Synergy_Bliss=-1.16, Synergy_Loewe=-3.66, Synergy_HSA=-1.61. Cell line: HCT-15. Drug 1: CCCCCOC(=O)NC1=NC(=O)N(C=C1F)C2C(C(C(O2)C)O)O. Drug 2: CC1=C(C(=CC=C1)Cl)NC(=O)C2=CN=C(S2)NC3=CC(=NC(=N3)C)N4CCN(CC4)CCO. (3) Drug 1: C1CCC(C1)C(CC#N)N2C=C(C=N2)C3=C4C=CNC4=NC=N3. Drug 2: CC12CCC3C(C1CCC2=O)CC(=C)C4=CC(=O)C=CC34C. Cell line: MOLT-4. Synergy scores: CSS=52.3, Synergy_ZIP=-0.826, Synergy_Bliss=-1.04, Synergy_Loewe=-8.89, Synergy_HSA=-0.900. (4) Drug 1: C1=NC2=C(N1)C(=S)N=C(N2)N. Drug 2: CC1=C2C(C(=O)C3(C(CC4C(C3C(C(C2(C)C)(CC1OC(=O)C(C(C5=CC=CC=C5)NC(=O)C6=CC=CC=C6)O)O)OC(=O)C7=CC=CC=C7)(CO4)OC(=O)C)O)C)OC(=O)C. Cell line: MCF7. Synergy scores: CSS=37.4, Synergy_ZIP=-11.7, Synergy_Bliss=-9.31, Synergy_Loewe=-3.73, Synergy_HSA=-1.61. (5) Drug 1: CC(C1=C(C=CC(=C1Cl)F)Cl)OC2=C(N=CC(=C2)C3=CN(N=C3)C4CCNCC4)N. Drug 2: C1=CN(C=N1)CC(O)(P(=O)(O)O)P(=O)(O)O. Cell line: SN12C. Synergy scores: CSS=10.4, Synergy_ZIP=-1.71, Synergy_Bliss=1.94, Synergy_Loewe=-3.40, Synergy_HSA=1.93. (6) Cell line: COLO 205. Drug 2: CC1=C(C(CCC1)(C)C)C=CC(=CC=CC(=CC(=O)O)C)C. Drug 1: CN(CC1=CN=C2C(=N1)C(=NC(=N2)N)N)C3=CC=C(C=C3)C(=O)NC(CCC(=O)O)C(=O)O. Synergy scores: CSS=28.3, Synergy_ZIP=-1.38, Synergy_Bliss=-4.22, Synergy_Loewe=-37.5, Synergy_HSA=-3.65. (7) Drug 1: CCC(=C(C1=CC=CC=C1)C2=CC=C(C=C2)OCCN(C)C)C3=CC=CC=C3.C(C(=O)O)C(CC(=O)O)(C(=O)O)O. Drug 2: C1C(C(OC1N2C=NC(=NC2=O)N)CO)O. Cell line: UO-31. Synergy scores: CSS=11.2, Synergy_ZIP=-1.69, Synergy_Bliss=3.31, Synergy_Loewe=-1.80, Synergy_HSA=2.47. (8) Synergy scores: CSS=15.0, Synergy_ZIP=-1.71, Synergy_Bliss=1.69, Synergy_Loewe=-1.52, Synergy_HSA=3.68. Drug 2: CCN(CC)CCNC(=O)C1=C(NC(=C1C)C=C2C3=C(C=CC(=C3)F)NC2=O)C. Drug 1: C1C(C(OC1N2C=NC3=C(N=C(N=C32)Cl)N)CO)O. Cell line: SF-539. (9) Drug 1: CC(CN1CC(=O)NC(=O)C1)N2CC(=O)NC(=O)C2. Drug 2: C1=NC(=NC(=O)N1C2C(C(C(O2)CO)O)O)N. Cell line: NCI-H322M. Synergy scores: CSS=8.47, Synergy_ZIP=-3.41, Synergy_Bliss=2.29, Synergy_Loewe=-1.33, Synergy_HSA=3.11.